From a dataset of NCI-60 drug combinations with 297,098 pairs across 59 cell lines. Regression. Given two drug SMILES strings and cell line genomic features, predict the synergy score measuring deviation from expected non-interaction effect. (1) Drug 1: CCCS(=O)(=O)NC1=C(C(=C(C=C1)F)C(=O)C2=CNC3=C2C=C(C=N3)C4=CC=C(C=C4)Cl)F. Drug 2: CC12CCC3C(C1CCC2O)C(CC4=C3C=CC(=C4)O)CCCCCCCCCS(=O)CCCC(C(F)(F)F)(F)F. Cell line: NCI-H522. Synergy scores: CSS=5.97, Synergy_ZIP=-1.13, Synergy_Bliss=2.12, Synergy_Loewe=1.52, Synergy_HSA=1.97. (2) Drug 1: CS(=O)(=O)OCCCCOS(=O)(=O)C. Drug 2: CC(C)NC(=O)C1=CC=C(C=C1)CNNC.Cl. Cell line: T-47D. Synergy scores: CSS=-3.34, Synergy_ZIP=-0.612, Synergy_Bliss=-7.88, Synergy_Loewe=-4.05, Synergy_HSA=-12.1.